The task is: Predict the product of the given reaction.. This data is from Forward reaction prediction with 1.9M reactions from USPTO patents (1976-2016). (1) The product is: [C:23]([NH:15][C:14]1[C:13]2[C:8](=[CH:9][CH:10]=[C:11]([O:26][C:45]3[CH:44]=[CH:43][C:41]4[O:42][C:38]([F:37])([F:50])[O:39][C:40]=4[CH:46]=3)[CH:12]=2)[N:7]([C:27]2[CH:28]=[CH:29][C:30]([O:33][CH:34]([CH3:36])[CH3:35])=[CH:31][CH:32]=2)[C:6]=1[C:4]([OH:3])=[O:5])(=[O:25])[CH3:24]. Given the reactants C([O:3][C:4]([C:6]1[N:7]([C:27]2[CH:32]=[CH:31][C:30]([O:33][CH:34]([CH3:36])[CH3:35])=[CH:29][CH:28]=2)[C:8]2[C:13]([C:14]=1[N:15]([C:23](=[O:25])[CH3:24])C(OC(C)(C)C)=O)=[CH:12][C:11]([OH:26])=[CH:10][CH:9]=2)=[O:5])C.[F:37][C:38]1([F:50])[O:42][C:41]2[CH:43]=[CH:44][C:45](B(O)O)=[CH:46][C:40]=2[O:39]1, predict the reaction product. (2) The product is: [CH3:10][C:11]([CH3:26])([CH2:14][CH2:15][CH2:16][CH2:17][CH2:18][O:19][CH:20]1[CH2:25][CH2:24][CH2:23][CH2:22][O:21]1)/[CH:12]=[CH:25]/[C:20]([O:21][CH2:8][CH3:9])=[O:19]. Given the reactants [Cl-].[Li+].C(N([CH2:8][CH3:9])CC)C.[CH3:10][C:11]([CH3:26])([CH2:14][CH2:15][CH2:16][CH2:17][CH2:18][O:19][CH:20]1[CH2:25][CH2:24][CH2:23][CH2:22][O:21]1)[CH:12]=O.[Cl-].[NH4+], predict the reaction product. (3) Given the reactants [CH3:1][O:2][N:3]=[C:4]([CH2:18][O:19][C:20]1[CH:25]=[CH:24][CH:23]=[C:22]([C:26]([F:29])([F:28])[F:27])[CH:21]=1)[CH2:5][NH:6][C:7]1[CH:12]=[C:11]([CH3:13])[C:10]([N+:14]([O-:16])=[O:15])=[CH:9][C:8]=1[NH2:17].C(O)(=O)C.[N:34]([O-])=O.[Na+].[Na+].[Cl-], predict the reaction product. The product is: [CH3:1][O:2][N:3]=[C:4]([CH2:18][O:19][C:20]1[CH:25]=[CH:24][CH:23]=[C:22]([C:26]([F:28])([F:27])[F:29])[CH:21]=1)[CH2:5][N:6]1[C:7]2[CH:12]=[C:11]([CH3:13])[C:10]([N+:14]([O-:16])=[O:15])=[CH:9][C:8]=2[N:17]=[N:34]1.